The task is: Predict the product of the given reaction.. This data is from Forward reaction prediction with 1.9M reactions from USPTO patents (1976-2016). (1) Given the reactants [Cl:1][C:2]1[C:11]2[C:6](=[CH:7][C:8]([O:12][C@@H:13]3[CH2:18][CH2:17][C@H:16]([NH2:19])[CH2:15][CH2:14]3)=[CH:9][CH:10]=2)[CH:5]=[CH:4][N:3]=1.[C:20](O[C:20]([O:22][C:23]([CH3:26])([CH3:25])[CH3:24])=[O:21])([O:22][C:23]([CH3:26])([CH3:25])[CH3:24])=[O:21], predict the reaction product. The product is: [C:23]([O:22][C:20](=[O:21])[NH:19][C@H:16]1[CH2:15][CH2:14][C@@H:13]([O:12][C:8]2[CH:7]=[C:6]3[C:11](=[CH:10][CH:9]=2)[C:2]([Cl:1])=[N:3][CH:4]=[CH:5]3)[CH2:18][CH2:17]1)([CH3:26])([CH3:25])[CH3:24]. (2) The product is: [NH2:11][C:4]1[CH:3]=[CH:2][C:24]2[O:27][C:33]([C:22]3[CH:17]=[CH:18][C:19]([C:2]4[S:6][C:5]([C:7]([O:9][CH3:10])=[O:8])=[C:4]([N:11]([C:15]([CH:17]5[CH2:22][CH2:21][CH:20]([CH3:23])[CH2:19][CH2:18]5)=[O:16])[CH:12]([CH3:14])[CH3:13])[CH:3]=4)=[CH:20][CH:21]=3)=[N:31][C:30]=2[CH:5]=1. Given the reactants I[C:2]1[S:6][C:5]([C:7]([O:9][CH3:10])=[O:8])=[C:4]([N:11]([C:15]([C@H:17]2[CH2:22][CH2:21][C@H:20]([CH3:23])[CH2:19][CH2:18]2)=[O:16])[CH:12]([CH3:14])[CH3:13])[CH:3]=1.[C:24](=[O:27])([O-])[O-].[Na+].[Na+].[CH3:30][N:31]([CH:33]=O)C, predict the reaction product. (3) Given the reactants [O:1]1[CH2:6][CH2:5][N:4]([C:7]2[CH:12]=[C:11]([NH2:13])[CH:10]=[C:9]([N:14]3[CH2:19][CH2:18][O:17][CH2:16][CH2:15]3)[N:8]=2)[CH2:3][CH2:2]1.Cl[C:21]1[N:26]=[C:25]([N:27]([C:29]2[C:37]3[O:36][CH2:35][O:34][C:33]=3[CH:32]=[CH:31][C:30]=2[Cl:38])[CH3:28])[CH:24]=[CH:23][N:22]=1, predict the reaction product. The product is: [Cl:38][C:30]1[CH:31]=[CH:32][C:33]2[O:34][CH2:35][O:36][C:37]=2[C:29]=1[N:27]([CH3:28])[C:25]1[CH:24]=[CH:23][N:22]=[C:21]([NH:13][C:11]2[CH:10]=[C:9]([N:14]3[CH2:15][CH2:16][O:17][CH2:18][CH2:19]3)[N:8]=[C:7]([N:4]3[CH2:5][CH2:6][O:1][CH2:2][CH2:3]3)[CH:12]=2)[N:26]=1. (4) The product is: [C:1]([O:5][C:6]([N:8]1[CH2:13][CH2:12][CH2:11][C@H:10]([C:14]([C:17]([OH:19])=[O:18])([CH3:16])[CH3:15])[CH2:9]1)=[O:7])([CH3:4])([CH3:2])[CH3:3]. Given the reactants [C:1]([O:5][C:6]([N:8]1[CH2:13][CH2:12][CH2:11][C@H:10]([C:14]([C:17]([O:19]C)=[O:18])([CH3:16])[CH3:15])[CH2:9]1)=[O:7])([CH3:4])([CH3:3])[CH3:2].[OH-].[Na+], predict the reaction product. (5) Given the reactants Cl[C:2]1[N:3]=[CH:4][C:5]2[C:10]([CH:11]=1)=[C:9]([C:12]1[CH:13]=[N:14][N:15]([CH3:17])[CH:16]=1)[CH:8]=[CH:7][CH:6]=2.[CH3:18][O:19][C:20]1[CH:26]=[C:25]([O:27][CH3:28])[CH:24]=[CH:23][C:21]=1[NH2:22], predict the reaction product. The product is: [CH3:18][O:19][C:20]1[CH:26]=[C:25]([O:27][CH3:28])[CH:24]=[CH:23][C:21]=1[NH:22][C:2]1[N:3]=[CH:4][C:5]2[C:10]([CH:11]=1)=[C:9]([C:12]1[CH:13]=[N:14][N:15]([CH3:17])[CH:16]=1)[CH:8]=[CH:7][CH:6]=2. (6) Given the reactants C([O-])([O-])=O.[Na+].[Na+].COC([C:11]1[NH:12][C:13]2[CH:14]=[C:15]([NH:25][C:26]([O:28][C:29]([CH3:32])([CH3:31])[CH3:30])=[O:27])[CH:16]=[C:17]3[C:23](=[O:24])[NH:22][N:21]=[CH:20][C:19]=1[C:18]=23)=O.[C:33]([O:37][C:38]([N:40]1[CH2:45][CH:44]=[C:43](B2OC(C)(C)C(C)(C)O2)[CH2:42][CH2:41]1)=[O:39])([CH3:36])([CH3:35])[CH3:34], predict the reaction product. The product is: [C:33]([O:37][C:38]([N:40]1[CH2:41][CH:42]=[C:43]([C:11]2[NH:12][C:13]3[CH:14]=[C:15]([NH:25][C:26]([O:28][C:29]([CH3:30])([CH3:31])[CH3:32])=[O:27])[CH:16]=[C:17]4[C:23](=[O:24])[NH:22][N:21]=[CH:20][C:19]=2[C:18]=34)[CH2:44][CH2:45]1)=[O:39])([CH3:36])([CH3:34])[CH3:35].